From a dataset of Peptide-MHC class II binding affinity with 134,281 pairs from IEDB. Regression. Given a peptide amino acid sequence and an MHC pseudo amino acid sequence, predict their binding affinity value. This is MHC class II binding data. (1) The peptide sequence is DYEYKVSKLVSRLVI. The MHC is DRB1_0401 with pseudo-sequence DRB1_0401. The binding affinity (normalized) is 0.414. (2) The peptide sequence is WLLIEVLKGMKTTSE. The MHC is DRB1_0405 with pseudo-sequence DRB1_0405. The binding affinity (normalized) is 0.727. (3) The peptide sequence is FEIKCTKPEACSGEPVVVHI. The MHC is HLA-DPA10103-DPB10401 with pseudo-sequence HLA-DPA10103-DPB10401. The binding affinity (normalized) is 0.141. (4) The peptide sequence is SPDLELSWNLNGLQAY. The MHC is HLA-DQA10301-DQB10302 with pseudo-sequence HLA-DQA10301-DQB10302. The binding affinity (normalized) is 0.288. (5) The peptide sequence is KNTIVIPKGDFLTGP. The binding affinity (normalized) is 0.0723. The MHC is HLA-DQA10501-DQB10301 with pseudo-sequence HLA-DQA10501-DQB10301. (6) The peptide sequence is AEDVIPEGWKADTSY. The MHC is DRB1_0901 with pseudo-sequence DRB1_0901. The binding affinity (normalized) is 0.128. (7) The peptide sequence is KTFEREYPTIKQKKP. The MHC is DRB1_0801 with pseudo-sequence DRB1_0801. The binding affinity (normalized) is 0.261. (8) The peptide sequence is KTMAVCTNAKVTAKG. The MHC is HLA-DQA10104-DQB10503 with pseudo-sequence HLA-DQA10104-DQB10503. The binding affinity (normalized) is 0. (9) The peptide sequence is AFKVAATWANAAPAN. The MHC is DRB1_1001 with pseudo-sequence DRB1_1001. The binding affinity (normalized) is 0.869.